Dataset: Catalyst prediction with 721,799 reactions and 888 catalyst types from USPTO. Task: Predict which catalyst facilitates the given reaction. Reactant: [CH3:1][C:2]1([CH3:24])[CH:3]([NH:16][C:17](=[O:23])[O:18][C:19]([CH3:22])([CH3:21])[CH3:20])[C:4](=[O:15])[N:5]([C:9]2[CH:14]=[CH:13][CH:12]=[CH:11][CH:10]=2)[CH2:6][CH:7]=[CH:8]1.[H][H]. Product: [CH3:1][C:2]1([CH3:24])[CH2:8][CH2:7][CH2:6][N:5]([C:9]2[CH:14]=[CH:13][CH:12]=[CH:11][CH:10]=2)[C:4](=[O:15])[CH:3]1[NH:16][C:17](=[O:23])[O:18][C:19]([CH3:22])([CH3:21])[CH3:20]. The catalyst class is: 350.